This data is from Full USPTO retrosynthesis dataset with 1.9M reactions from patents (1976-2016). The task is: Predict the reactants needed to synthesize the given product. Given the product [Br:20][CH2:21][CH2:22][CH2:23][CH2:24][CH2:25][CH2:26][CH2:27][CH2:28]/[CH:29]=[CH:30]\[CH2:31]/[CH:32]=[CH:33]\[CH2:34]/[CH:35]=[CH:36]\[CH2:37][CH3:38], predict the reactants needed to synthesize it. The reactants are: CC/C=C\C/C=C\C/C=C\CCCCCCCCO.[Br:20][CH2:21][CH2:22][CH2:23][CH2:24][CH2:25][CH2:26][CH2:27][CH2:28][CH2:29][CH2:30][CH2:31][CH2:32][CH2:33][CH2:34][CH2:35][CH2:36][CH2:37][CH3:38].